Dataset: Reaction yield outcomes from USPTO patents with 853,638 reactions. Task: Predict the reaction yield, written as a fraction of the theoretical maximum amount of product (1.0 means a 100% yield; for example, 0.34 means a 34% yield). (1) The reactants are C(N(CC)CC)C.[F:8][C:9]1[CH:17]=[C:16]2[C:12]([C:13]([CH:25]=[O:26])=[CH:14][N:15]2C(OC(C)(C)C)=O)=[CH:11][CH:10]=1.[CH:27](=[N:34][C:35]1[CH:36]=[N:37][CH:38]=[C:39]([O:41][CH3:42])[CH:40]=1)[C:28]1[CH:33]=[CH:32][CH:31]=[CH:30][CH:29]=1. The catalyst is [Cl-].C([N+]1C(C)=C(CCO)SC=1)C1C=CC=CC=1.C(O)C. The product is [F:8][C:9]1[CH:17]=[C:16]2[C:12]([C:13]([C:25](=[O:26])[CH:27]([NH:34][C:35]3[CH:36]=[N:37][CH:38]=[C:39]([O:41][CH3:42])[CH:40]=3)[C:28]3[CH:29]=[CH:30][CH:31]=[CH:32][CH:33]=3)=[CH:14][NH:15]2)=[CH:11][CH:10]=1. The yield is 0.0900. (2) The reactants are [F:1][C:2]([F:13])([F:12])[C:3]1[CH:4]=[C:5]([C:9](=O)[CH3:10])[CH:6]=[CH:7][CH:8]=1.[BH4-].[Na+].[NH3:16]. The catalyst is C(O)C. The yield is 0.500. The product is [F:1][C:2]([F:13])([F:12])[C:3]1[CH:4]=[C:5]([CH:9]([NH2:16])[CH3:10])[CH:6]=[CH:7][CH:8]=1. (3) The reactants are C[O:2][C:3](=[O:24])[C:4]1[CH:9]=[C:8]([O:10][CH3:11])[CH:7]=[CH:6][C:5]=1[NH:12][C:13]1[N:14]([CH3:23])[N:15]=[C:16]([C:19]([CH3:22])([CH3:21])[CH3:20])[C:17]=1Br.[CH3:25][O:26][C:27]1[CH:32]=[CH:31][C:30](B(O)O)=[CH:29][CH:28]=1.C(Cl)Cl.C(=O)([O-])[O-].[Na+].[Na+].[OH-].[Li+]. The catalyst is C1(C)C=CC=CC=1.O1CCOCC1.C1C=CC(P(C2C=CC=CC=2)[C-]2C=CC=C2)=CC=1.C1C=CC(P(C2C=CC=CC=2)[C-]2C=CC=C2)=CC=1.Cl[Pd]Cl.[Fe+2]. The product is [C:19]([C:16]1[C:17]([C:30]2[CH:31]=[CH:32][C:27]([O:26][CH3:25])=[CH:28][CH:29]=2)=[C:13]([NH:12][C:5]2[CH:6]=[CH:7][C:8]([O:10][CH3:11])=[CH:9][C:4]=2[C:3]([OH:2])=[O:24])[N:14]([CH3:23])[N:15]=1)([CH3:21])([CH3:22])[CH3:20]. The yield is 0.270. (4) The reactants are [Br:1][C:2]1[C:3]([O:5][C:6](=[O:8])[CH:7]=1)=O.FC(F)(F)C([O-])=O.[O:16]=[C:17]1[NH:21][CH:20]2[CH:22]([CH2:25][CH2:26][CH2:27][CH2:28][C:29]([NH:31][CH2:32][CH2:33][O:34][CH2:35][CH2:36][O:37][CH2:38][CH2:39][NH3+:40])=[O:30])[S:23][CH2:24][CH:19]2[NH:18]1.C1(C)C=CC=CC=1.CO.C(Cl)Cl. The catalyst is CC(O)=O. The product is [Br:1][C:2]1[C:3](=[O:5])[N:40]([CH2:39][CH2:38][O:37][CH2:36][CH2:35][O:34][CH2:33][CH2:32][NH:31][C:29](=[O:30])[CH2:28][CH2:27][CH2:26][CH2:25][CH:22]2[CH:20]3[NH:21][C:17](=[O:16])[NH:18][CH:19]3[CH2:24][S:23]2)[C:6](=[O:8])[CH:7]=1. The yield is 0.520. (5) The reactants are [CH3:1][O:2][C:3](=[O:20])[C:4]1[CH:9]=[C:8]([NH2:10])[C:7]([C:11]2[C:12](F)=[N:13][CH:14]=[C:15]([CH3:17])[CH:16]=2)=[C:6]([NH2:19])[CH:5]=1.NC1C=C(C#N)C=C2C=1C1C=C(C)C=NC=1N2. No catalyst specified. The product is [CH3:1][O:2][C:3]([C:4]1[CH:9]=[C:8]2[C:7]([C:11]3[CH:16]=[C:15]([CH3:17])[CH:14]=[N:13][C:12]=3[NH:10]2)=[C:6]([NH2:19])[CH:5]=1)=[O:20]. The yield is 0.880. (6) The reactants are [ClH:1].C(OC(=O)[NH:8][C@H:9]([CH2:26][C:27]1[CH:32]=[CH:31][CH:30]=[CH:29][C:28]=1[F:33])[CH2:10][C:11]([NH:13][CH:14]1[CH2:23][C:22]2[C:17](=[CH:18][CH:19]=[CH:20][N:21]=2)[N:16]([CH3:24])[C:15]1=[O:25])=[O:12])(C)(C)C. The catalyst is O1CCOCC1. The product is [ClH:1].[ClH:1].[NH2:8][C@H:9]([CH2:26][C:27]1[CH:32]=[CH:31][CH:30]=[CH:29][C:28]=1[F:33])[CH2:10][C:11]([NH:13][CH:14]1[CH2:23][C:22]2[C:17](=[CH:18][CH:19]=[CH:20][N:21]=2)[N:16]([CH3:24])[C:15]1=[O:25])=[O:12]. The yield is 0.840. (7) The reactants are [NH:1]1[CH2:6][CH2:5][CH2:4][CH2:3][CH:2]1[C:7]([OH:9])=[O:8].[C:10](O[C:10]([O:12][C:13]([CH3:16])([CH3:15])[CH3:14])=[O:11])([O:12][C:13]([CH3:16])([CH3:15])[CH3:14])=[O:11].C(N(CC)CC)C.C(Cl)(Cl)Cl.CO.CC(O)=O. The catalyst is O.O1CCOCC1. The product is [C:13]([O:12][C:10]([N:1]1[CH2:6][CH2:5][CH2:4][CH2:3][CH:2]1[C:7]([OH:9])=[O:8])=[O:11])([CH3:16])([CH3:15])[CH3:14]. The yield is 0.730.